Dataset: Forward reaction prediction with 1.9M reactions from USPTO patents (1976-2016). Task: Predict the product of the given reaction. (1) The product is: [ClH:23].[ClH:23].[CH3:1][CH:2]([CH3:22])[CH2:3][CH2:4][N:5]([CH2:12][C:13]1[O:14][C:15]2[CH:21]=[CH:20][CH:19]=[CH:18][C:16]=2[CH:17]=1)[CH:6]1[CH2:7][CH2:8][NH:9][CH2:10][CH2:11]1. Given the reactants [CH3:1][CH:2]([CH3:22])[CH2:3][CH2:4][N:5]([CH2:12][C:13]1[O:14][C:15]2[CH:21]=[CH:20][CH:19]=[CH:18][C:16]=2[CH:17]=1)[CH:6]1[CH2:11][CH2:10][NH:9][CH2:8][CH2:7]1.[ClH:23].C(OCC)C, predict the reaction product. (2) Given the reactants [C:1]([O:5][C:6](=[O:14])[C:7]([CH2:12][OH:13])([CH2:10][OH:11])[CH:8]=[CH2:9])(C)(C)[CH3:2].C(OC(C1(C=C)COC(C)(C)OC1)=O)C, predict the reaction product. The product is: [CH2:1]([O:5][C:6](=[O:14])[C:7]([CH2:10][OH:11])([CH2:12][OH:13])[CH:8]=[CH2:9])[CH3:2]. (3) Given the reactants [I:1][C:2]1[CH:10]=[CH:9][CH:8]=[C:7]([CH3:11])[C:3]=1[C:4]([OH:6])=[O:5].[CH3:12][Si](C=[N+]=[N-])(C)C, predict the reaction product. The product is: [I:1][C:2]1[CH:10]=[CH:9][CH:8]=[C:7]([CH3:11])[C:3]=1[C:4]([O:6][CH3:12])=[O:5]. (4) Given the reactants [CH2:1]([Li])CCC.C(NC(C)C)(C)C.[CH3:13][O:14][C:15](=[O:25])[CH2:16][C:17]1[CH:22]=[C:21]([Cl:23])[CH:20]=[CH:19][C:18]=1[Br:24].IC, predict the reaction product. The product is: [Br:24][C:18]1[CH:19]=[CH:20][C:21]([Cl:23])=[CH:22][C:17]=1[CH:16]([CH3:1])[C:15]([O:14][CH3:13])=[O:25]. (5) The product is: [Br:20][C:10]1[S:9][C:8]([C:6]2[N:7]=[C:1]([CH3:2])[O:4][N:5]=2)=[N:12][C:11]=1[CH2:13][CH:14]1[CH2:19][CH2:18][CH2:17][CH2:16][CH2:15]1. Given the reactants [C:1]([O:4][N:5]=[C:6]([C:8]1[S:9][C:10]([Br:20])=[C:11]([CH2:13][CH:14]2[CH2:19][CH2:18][CH2:17][CH2:16][CH2:15]2)[N:12]=1)[NH2:7])(=O)[CH3:2].CC([O-])=O.[Na+], predict the reaction product. (6) Given the reactants [N:1]1[N:5]2[CH:6]=[CH:7][CH:8]=[CH:9][C:4]2=[CH:3][C:2]=1[CH2:10][CH2:11][NH2:12].[CH2:13]=O, predict the reaction product. The product is: [CH2:10]1[C:2]2[C:3](=[C:4]3[N:5]([N:1]=2)[CH:6]=[CH:7][CH:8]=[CH:9]3)[CH2:13][NH:12][CH2:11]1. (7) Given the reactants ClC1C=CC=CC=1C1C(O)=C(C=CC)C=CC=1Cl.[CH2:19]([C:22]1[CH:27]=[CH:26][C:25]([F:28])=[C:24]([C:29]2[CH:34]=[CH:33][CH:32]=[CH:31][C:30]=2[Cl:35])[C:23]=1[OH:36])[CH:20]=[CH2:21], predict the reaction product. The product is: [Cl:35][C:30]1[CH:31]=[CH:32][CH:33]=[CH:34][C:29]=1[C:24]1[C:23]([OH:36])=[C:22]([CH:19]=[CH:20][CH3:21])[CH:27]=[CH:26][C:25]=1[F:28].